Dataset: Forward reaction prediction with 1.9M reactions from USPTO patents (1976-2016). Task: Predict the product of the given reaction. (1) Given the reactants N.[CH2:2]1[CH2:6][O:5][CH2:4][CH2:3]1, predict the reaction product. The product is: [CH2:6]([OH:5])[CH:6]([OH:5])[CH2:2][CH2:3][CH2:4][CH2:2][CH2:3][CH3:4]. (2) Given the reactants Cl.[CH3:2][C:3]1[CH:8]=[C:7]([C:9]([F:12])([F:11])[F:10])[CH:6]=[CH:5][C:4]=1[CH:13]1[CH2:18][CH:17]([C:19]([O:21][CH3:22])=[O:20])[CH2:16][CH2:15][NH:14]1.CCN(C(C)C)C(C)C.[C:32](Cl)(=[O:35])[O:33][CH3:34], predict the reaction product. The product is: [CH3:2][C:3]1[CH:8]=[C:7]([C:9]([F:10])([F:11])[F:12])[CH:6]=[CH:5][C:4]=1[CH:13]1[CH2:18][CH:17]([C:19]([O:21][CH3:22])=[O:20])[CH2:16][CH2:15][N:14]1[C:32]([O:33][CH3:34])=[O:35]. (3) Given the reactants [O:1]=[C:2]1[CH2:10][C:9]2[C:4](=[CH:5][CH:6]=[C:7]([S:11]([NH2:14])(=[O:13])=[O:12])[CH:8]=2)[NH:3]1.[O:15]=[C:16]1[C:21]2=[CH:22][NH:23][C:24]([CH:25]=O)=[C:20]2[CH2:19][CH2:18][O:17]1, predict the reaction product. The product is: [O:1]=[C:2]1[C:10](=[CH:25][C:24]2[NH:23][CH:22]=[C:21]3[C:16](=[O:15])[O:17][CH2:18][CH2:19][C:20]=23)[C:9]2[C:4](=[CH:5][CH:6]=[C:7]([S:11]([NH2:14])(=[O:12])=[O:13])[CH:8]=2)[NH:3]1.